Dataset: Catalyst prediction with 721,799 reactions and 888 catalyst types from USPTO. Task: Predict which catalyst facilitates the given reaction. (1) Reactant: [O:1]=[C:2]([CH3:11])[CH2:3][C:4]1([CH2:7][C:8]([OH:10])=[O:9])[CH2:6][CH2:5]1.[C:12]1(C)C=C(C)C=C(C)C=1.Cl. Product: [CH3:12][O:9][C:8](=[O:10])[CH2:7][C:4]1([CH2:3][C:2](=[O:1])[CH3:11])[CH2:6][CH2:5]1. The catalyst class is: 5. (2) Reactant: C([O:3][C:4]([C:6]1[N:7]=[C:8]([C:11]2[CH:16]=[CH:15][C:14]([CH3:17])=[CH:13][C:12]=2[N+:18]([O-:20])=[O:19])[S:9][CH:10]=1)=O)C.[BH4-].[Na+].Cl. Product: [CH3:17][C:14]1[CH:15]=[CH:16][C:11]([C:8]2[S:9][CH:10]=[C:6]([CH2:4][OH:3])[N:7]=2)=[C:12]([N+:18]([O-:20])=[O:19])[CH:13]=1. The catalyst class is: 14.